Dataset: Catalyst prediction with 721,799 reactions and 888 catalyst types from USPTO. Task: Predict which catalyst facilitates the given reaction. (1) Reactant: C([O-])(=O)C([O-])=O.C([O:14][C:15]1[CH:20]=[CH:19][C:18]([CH:21]([OH:40])[CH2:22][NH:23][C:24]([CH3:39])([CH3:38])[CH2:25][CH2:26][N:27]2[CH:31]=[C:30]([C:32]3[CH:37]=[CH:36][CH:35]=[CH:34][CH:33]=3)[N:29]=[CH:28]2)=[CH:17][C:16]=1[NH:41][S:42]([CH3:45])(=[O:44])=[O:43])C1C=CC=CC=1.[H][H]. Product: [CH3:39][C:24]([NH:23][CH2:22][CH:21]([C:18]1[CH:19]=[CH:20][C:15]([OH:14])=[C:16]([NH:41][S:42]([CH3:45])(=[O:44])=[O:43])[CH:17]=1)[OH:40])([CH3:38])[CH2:25][CH2:26][N:27]1[CH:31]=[C:30]([C:32]2[CH:33]=[CH:34][CH:35]=[CH:36][CH:37]=2)[N:29]=[CH:28]1. The catalyst class is: 19. (2) Reactant: [CH3:1][C:2]1[CH:3]=[C:4]2[C:8](=[CH:9][CH:10]=1)[NH:7][C:6]([C:11]([OH:13])=[O:12])=[CH:5]2.S(=O)(=O)(O)O.[C:19](=O)([O-])O.[Na+]. Product: [CH3:1][C:2]1[CH:3]=[C:4]2[C:8](=[CH:9][CH:10]=1)[NH:7][C:6]([C:11]([O:13][CH3:19])=[O:12])=[CH:5]2. The catalyst class is: 5. (3) Reactant: [CH3:1][O:2][C:3]1[CH:4]=[C:5]([CH2:11][C:12]([O:14][CH3:15])=O)[CH:6]=[CH:7][C:8]=1[O:9][CH3:10].[NH4+:16].[OH-].C[O:19][CH2:20][C:21](OC(=O)COC)=O. Product: [CH3:10][O:9][C:8]1[CH:7]=[C:6]2[C:5](=[CH:4][C:3]=1[O:2][CH3:1])[C:11]([CH2:12][O:14][CH3:15])=[N:16][C:20]([OH:19])=[CH:21]2. The catalyst class is: 316. (4) Reactant: C([Zn][CH2:4][CH3:5])C.[NH2:6][C:7]1[CH:12]=[CH:11][C:10](Br)=[CH:9][N:8]=1.C(Cl)Cl.[Na+].[Cl-]. Product: [NH2:6][C:7]1[CH:12]=[CH:11][C:10]([CH2:4][CH3:5])=[CH:9][N:8]=1. The catalyst class is: 75.